Dataset: Peptide-MHC class I binding affinity with 185,985 pairs from IEDB/IMGT. Task: Regression. Given a peptide amino acid sequence and an MHC pseudo amino acid sequence, predict their binding affinity value. This is MHC class I binding data. The peptide sequence is YFLESNFFI. The MHC is HLA-A02:19 with pseudo-sequence HLA-A02:19. The binding affinity (normalized) is 0.872.